From a dataset of Full USPTO retrosynthesis dataset with 1.9M reactions from patents (1976-2016). Predict the reactants needed to synthesize the given product. (1) Given the product [Br:1][C:2]1[CH:10]=[CH:9][C:8]([C:11]([F:13])([F:14])[F:12])=[CH:7][C:3]=1[CH2:4][OH:5], predict the reactants needed to synthesize it. The reactants are: [Br:1][C:2]1[CH:10]=[CH:9][C:8]([C:11]([F:14])([F:13])[F:12])=[CH:7][C:3]=1[C:4](O)=[O:5].B.O1CCCC1. (2) Given the product [C:1]1([C:17]2[CH:22]=[CH:21][CH:20]=[CH:19][CH:18]=2)[CH:6]=[CH:5][CH:4]=[CH:3][C:2]=1[C:7]([N:9]1[CH2:10][CH:11]2[CH2:12][N:13]([C:24]3[C:33]([CH3:34])=[N:32][C:31]4[C:26](=[CH:27][CH:28]=[CH:29][CH:30]=4)[N:25]=3)[CH2:14][CH:15]2[CH2:16]1)=[O:8], predict the reactants needed to synthesize it. The reactants are: [C:1]1([C:17]2[CH:22]=[CH:21][CH:20]=[CH:19][CH:18]=2)[CH:6]=[CH:5][CH:4]=[CH:3][C:2]=1[C:7]([N:9]1[CH2:16][CH:15]2[CH:11]([CH2:12][NH:13][CH2:14]2)[CH2:10]1)=[O:8].Cl[C:24]1[C:33]([CH3:34])=[N:32][C:31]2[C:26](=[CH:27][CH:28]=[CH:29][CH:30]=2)[N:25]=1. (3) The reactants are: [N:1]1([C:7]2[CH:12]=[CH:11][C:10]([N:13]3[C:18](=[O:19])[CH:17]=[CH:16][N:15]=[CH:14]3)=[CH:9][CH:8]=2)[CH2:6][CH2:5][NH:4][CH2:3][CH2:2]1.CC1C=CC(S(O[CH2:31][CH2:32][CH2:33][CH2:34][C:35]2[C:43]3[C:38](=[CH:39][CH:40]=[C:41]([C:44]#[N:45])[CH:42]=3)[NH:37][CH:36]=2)(=O)=O)=CC=1.C(=O)([O-])[O-].[K+].[K+].[I-].[K+]. Given the product [O:19]=[C:18]1[N:13]([C:10]2[CH:11]=[CH:12][C:7]([N:1]3[CH2:6][CH2:5][N:4]([CH2:31][CH2:32][CH2:33][CH2:34][C:35]4[C:43]5[C:38](=[CH:39][CH:40]=[C:41]([C:44]#[N:45])[CH:42]=5)[NH:37][CH:36]=4)[CH2:3][CH2:2]3)=[CH:8][CH:9]=2)[CH:14]=[N:15][CH:16]=[CH:17]1, predict the reactants needed to synthesize it. (4) Given the product [CH3:12][O:11][C:9]1[CH:8]=[C:5]([CH:4]=[C:3]([O:2][CH3:1])[CH:10]=1)[CH:6]=[O:7], predict the reactants needed to synthesize it. The reactants are: [CH3:1][O:2][C:3]1[CH:4]=[C:5]([CH:8]=[C:9]([O:11][CH3:12])[CH:10]=1)[CH2:6][OH:7].[Cr](Cl)([O-])(=O)=O.[NH+]1C=CC=CC=1.